From a dataset of Forward reaction prediction with 1.9M reactions from USPTO patents (1976-2016). Predict the product of the given reaction. Given the reactants [CH3:13][C:12]([O:11][C:9](O[C:9]([O:11][C:12]([CH3:15])([CH3:14])[CH3:13])=[O:10])=[O:10])([CH3:15])[CH3:14].Cl.[NH2:17][CH2:18][CH:19]([C:23]1[CH:27]=[CH:26][S:25][CH:24]=1)[C:20]([OH:22])=[O:21].Cl, predict the reaction product. The product is: [C:12]([O:11][C:9]([NH:17][CH2:18][CH:19]([C:23]1[CH:27]=[CH:26][S:25][CH:24]=1)[C:20]([OH:22])=[O:21])=[O:10])([CH3:13])([CH3:14])[CH3:15].